Dataset: Peptide-MHC class I binding affinity with 185,985 pairs from IEDB/IMGT. Task: Regression. Given a peptide amino acid sequence and an MHC pseudo amino acid sequence, predict their binding affinity value. This is MHC class I binding data. The peptide sequence is TTTAATPSV. The MHC is Mamu-A02 with pseudo-sequence Mamu-A02. The binding affinity (normalized) is 0.159.